Dataset: Full USPTO retrosynthesis dataset with 1.9M reactions from patents (1976-2016). Task: Predict the reactants needed to synthesize the given product. (1) The reactants are: [CH:1]([C:3]1[CH:4]=[C:5]([N:9]2[C:13]([C:14]([NH:16][CH2:17][C:18]3[CH:23]=[CH:22][CH:21]=[CH:20][C:19]=3[O:24][CH3:25])=[O:15])=[CH:12][C:11]([C:26]([F:29])([F:28])[F:27])=[N:10]2)[CH:6]=[CH:7][CH:8]=1)=[O:2].[CH3:30][Mg]Br. Given the product [OH:2][CH:1]([C:3]1[CH:4]=[C:5]([N:9]2[C:13]([C:14]([NH:16][CH2:17][C:18]3[CH:23]=[CH:22][CH:21]=[CH:20][C:19]=3[O:24][CH3:25])=[O:15])=[CH:12][C:11]([C:26]([F:28])([F:29])[F:27])=[N:10]2)[CH:6]=[CH:7][CH:8]=1)[CH3:30], predict the reactants needed to synthesize it. (2) Given the product [CH3:1][O:2][C:3](=[O:18])[CH2:4][CH2:5][CH2:6][CH2:7][C:8]1[CH:17]=[CH:16][C:15]2[CH2:14][CH2:13][CH2:12][NH:11][C:10]=2[N:9]=1, predict the reactants needed to synthesize it. The reactants are: [CH3:1][O:2][C:3](=[O:18])[CH2:4][CH2:5][CH2:6][CH2:7][C:8]1[CH:17]=[CH:16][C:15]2[C:10](=[N:11][CH:12]=[CH:13][CH:14]=2)[N:9]=1. (3) Given the product [F:17][C:14]1[CH:15]=[CH:16][C:11]([C@@H:9]([NH:8][C:6]2[CH:5]=[CH:4][N:3]=[C:2]([NH:26][C:25]3[C:20]([O:19][CH3:18])=[N:21][CH:22]=[CH:23][CH:24]=3)[N:7]=2)[CH3:10])=[N:12][CH:13]=1, predict the reactants needed to synthesize it. The reactants are: Cl[C:2]1[N:7]=[C:6]([NH:8][C@H:9]([C:11]2[CH:16]=[CH:15][C:14]([F:17])=[CH:13][N:12]=2)[CH3:10])[CH:5]=[CH:4][N:3]=1.[CH3:18][O:19][C:20]1[C:25]([NH2:26])=[CH:24][CH:23]=[CH:22][N:21]=1.C(=O)([O-])[O-].[Cs+].[Cs+].CC1(C)C2C=CC=C(P(C3C=CC=CC=3)C3C=CC=CC=3)C=2OC2C1=CC=CC=2P(C1C=CC=CC=1)C1C=CC=CC=1. (4) Given the product [N:1]1([C:7]2[C:8]3[N:31]=[N:30][N:29]([CH:32]4[CH2:37][CH2:36][NH:35][CH2:34][CH2:33]4)[C:9]=3[N:10]=[C:11]([C:13]3[CH:18]=[CH:17][C:16]([NH:19][C:20]([NH:21][C:22]4[CH:23]=[CH:24][N:25]=[CH:26][CH:27]=4)=[O:28])=[CH:15][CH:14]=3)[N:12]=2)[CH2:6][CH2:5][O:4][CH2:3][CH2:2]1, predict the reactants needed to synthesize it. The reactants are: [N:1]1([C:7]2[C:8]3[N:31]=[N:30][N:29]([CH:32]4[CH2:37][CH2:36][N:35](C(OC(C)(C)C)=O)[CH2:34][CH2:33]4)[C:9]=3[N:10]=[C:11]([C:13]3[CH:18]=[CH:17][C:16]([NH:19][C:20](=[O:28])[NH:21][C:22]4[CH:27]=[CH:26][N:25]=[CH:24][CH:23]=4)=[CH:15][CH:14]=3)[N:12]=2)[CH2:6][CH2:5][O:4][CH2:3][CH2:2]1. (5) Given the product [CH3:1][C:2]1[C:3]([NH:8][S:9]([C:12]2[S:13][CH:14]=[CH:15][C:16]=2[C:17]2[CH:22]=[CH:21][C:20]([CH:23]([SH:45])[N:24]3[C:33]4[C:28](=[C:29]([CH2:36][CH3:37])[N:30]=[C:31]([CH2:34][CH3:35])[CH:32]=4)[C:27]([C:38]4[CH:39]=[CH:40][CH:41]=[CH:42][CH:43]=4)=[CH:26][C:25]3=[O:44])=[CH:19][CH:18]=2)(=[O:10])=[O:11])=[N:4][O:5][C:6]=1[CH3:7], predict the reactants needed to synthesize it. The reactants are: [CH3:1][C:2]1[C:3]([N:8](COCCOC)[S:9]([C:12]2[S:13][CH:14]=[CH:15][C:16]=2[C:17]2[CH:22]=[CH:21][C:20]([CH:23]([SH:45])[N:24]3[C:33]4[C:28](=[C:29]([CH2:36][CH3:37])[N:30]=[C:31]([CH2:34][CH3:35])[CH:32]=4)[C:27]([C:38]4[CH:43]=[CH:42][CH:41]=[CH:40][CH:39]=4)=[CH:26][C:25]3=[O:44])=[CH:19][CH:18]=2)(=[O:11])=[O:10])=[N:4][O:5][C:6]=1[CH3:7].Cl.C(=O)(O)[O-].[Na+].